This data is from Forward reaction prediction with 1.9M reactions from USPTO patents (1976-2016). The task is: Predict the product of the given reaction. (1) Given the reactants Cl[C:2]1[N:3]=[C:4]2[C:9](=[CH:10][CH:11]=1)[N:8]=[CH:7][C:6]([N:12]1[CH2:17][CH2:16][N:15]([C:18](=[O:30])[C:19]([NH:22][C:23](=[O:29])[O:24][C:25]([CH3:28])([CH3:27])[CH3:26])([CH3:21])[CH3:20])[CH2:14][CH2:13]1)=[CH:5]2.[NH2:31][C:32]1[O:33][C:34]2[CH:40]=[CH:39][C:38](B(O)O)=[CH:37][C:35]=2[N:36]=1.C(=O)([O-])[O-].[Na+].[Na+], predict the reaction product. The product is: [C:25]([O:24][C:23](=[O:29])[NH:22][C:19]([CH3:21])([CH3:20])[C:18]([N:15]1[CH2:16][CH2:17][N:12]([C:6]2[CH:7]=[N:8][C:9]3[C:4]([CH:5]=2)=[N:3][C:2]([C:38]2[CH:39]=[CH:40][C:34]4[O:33][C:32]([NH2:31])=[N:36][C:35]=4[CH:37]=2)=[CH:11][CH:10]=3)[CH2:13][CH2:14]1)=[O:30])([CH3:28])([CH3:27])[CH3:26]. (2) Given the reactants [C:1]1([C@H:7]([O:9][C:10](=[O:24])[NH:11][C:12]2[CH:13]=[N:14][O:15][C:16]=2[C:17]2[CH:22]=[CH:21][C:20](Br)=[CH:19][CH:18]=2)[CH3:8])[CH:6]=[CH:5][CH:4]=[CH:3][CH:2]=1.[C:25]([C:28]1([C:31]2[CH:36]=[CH:35][C:34](B(O)O)=[CH:33][CH:32]=2)[CH2:30][CH2:29]1)([OH:27])=[O:26], predict the reaction product. The product is: [C:1]1([C@H:7]([O:9][C:10]([NH:11][C:12]2[CH:13]=[N:14][O:15][C:16]=2[C:17]2[CH:22]=[CH:21][C:20]([C:34]3[CH:35]=[CH:36][C:31]([C:28]4([C:25]([OH:27])=[O:26])[CH2:30][CH2:29]4)=[CH:32][CH:33]=3)=[CH:19][CH:18]=2)=[O:24])[CH3:8])[CH:6]=[CH:5][CH:4]=[CH:3][CH:2]=1. (3) Given the reactants [CH2:1]([O:8][C:9]1[CH:10]=[C:11]([CH:14]=[CH:15][C:16]=1[N+:17]([O-:19])=[O:18])[CH:12]=O)[C:2]1[CH:7]=[CH:6][CH:5]=[CH:4][CH:3]=1.[C:20]1([CH2:26][C:27](=[O:29])[CH3:28])[CH:25]=[CH:24][CH:23]=[CH:22][CH:21]=1.N1CCCCC1, predict the reaction product. The product is: [CH2:1]([O:8][C:9]1[CH:10]=[C:11](/[CH:12]=[C:26](/[C:20]2[CH:25]=[CH:24][CH:23]=[CH:22][CH:21]=2)\[C:27](=[O:29])[CH3:28])[CH:14]=[CH:15][C:16]=1[N+:17]([O-:19])=[O:18])[C:2]1[CH:7]=[CH:6][CH:5]=[CH:4][CH:3]=1. (4) Given the reactants [Cl:1][C:2]1[CH:22]=[CH:21][C:5]([O:6][CH2:7][CH:8]2[CH2:13][CH2:12][CH2:11][N:10](C(OC(C)(C)C)=O)[CH2:9]2)=[CH:4][CH:3]=1.FC(F)(F)C(O)=O, predict the reaction product. The product is: [Cl:1][C:2]1[CH:3]=[CH:4][C:5]([O:6][CH2:7][CH:8]2[CH2:13][CH2:12][CH2:11][NH:10][CH2:9]2)=[CH:21][CH:22]=1. (5) Given the reactants S(S([O-])(=O)=O)([O-])(=O)=O.[Na+].[Na+].[CH3:11][O:12][C:13](=[O:35])[CH2:14][C:15]1[CH:20]=[C:19]([Br:21])[C:18]([O:22][C:23]2[CH:28]=[CH:27][C:26]([O:29][CH3:30])=[C:25]([N+:31]([O-])=O)[CH:24]=2)=[C:17]([Br:34])[CH:16]=1, predict the reaction product. The product is: [CH3:11][O:12][C:13](=[O:35])[CH2:14][C:15]1[CH:20]=[C:19]([Br:21])[C:18]([O:22][C:23]2[CH:28]=[CH:27][C:26]([O:29][CH3:30])=[C:25]([NH2:31])[CH:24]=2)=[C:17]([Br:34])[CH:16]=1. (6) Given the reactants [NH2:1][C:2]1[CH:10]=[C:9]([C:11]2[C:16]([C:17]([F:20])([F:19])[F:18])=[CH:15][CH:14]=[CH:13][N:12]=2)[CH:8]=[CH:7][C:3]=1[C:4]([OH:6])=O.[CH:21]([NH2:23])=O, predict the reaction product. The product is: [F:18][C:17]([F:20])([F:19])[C:16]1[C:11]([C:9]2[CH:10]=[C:2]3[C:3]([C:4]([OH:6])=[N:23][CH:21]=[N:1]3)=[CH:7][CH:8]=2)=[N:12][CH:13]=[CH:14][CH:15]=1.